From a dataset of Catalyst prediction with 721,799 reactions and 888 catalyst types from USPTO. Predict which catalyst facilitates the given reaction. Reactant: [Cl:1][C:2]1[CH:7]=[CH:6][N:5]=[C:4]2[C:8](I)=[CH:9][N:10]([C:11]([O:13][C:14]([CH3:17])([CH3:16])[CH3:15])=[O:12])[C:3]=12.Cl.[NH2:20][C@@H:21]1[CH2:26][CH2:25][O:24][CH2:23][C@H:22]1[OH:27].CC1(C)C2C(=C(P(C3C=CC=CC=3)C3C=CC=CC=3)C=CC=2)[O:49][C:31]2C(P(C3C=CC=CC=3)C3C=CC=CC=3)=CC=CC1=2. Product: [Cl:1][C:2]1[CH:7]=[CH:6][N:5]=[C:4]2[C:8]([C:31](=[O:49])[NH:20][C@@H:21]3[CH2:26][CH2:25][O:24][CH2:23][C@H:22]3[OH:27])=[CH:9][N:10]([C:11]([O:13][C:14]([CH3:17])([CH3:16])[CH3:15])=[O:12])[C:3]=12. The catalyst class is: 718.